This data is from Forward reaction prediction with 1.9M reactions from USPTO patents (1976-2016). The task is: Predict the product of the given reaction. (1) Given the reactants [OH-].[K+].[F:3][C:4]1[C:24]([N:25]2[CH2:29][CH2:28][CH2:27][C@H:26]2[CH2:30][NH:31][C:32]2[CH:37]=[CH:36][CH:35]=[CH:34][CH:33]=2)=[CH:23][C:7]2[C:8]3[C:9](=[O:22])[C:10]([C:17]([O:19]CC)=[O:18])=[CH:11][N:12]([CH3:16])[C:13]=3[CH:14]=[N:15][C:6]=2[CH:5]=1.Cl, predict the reaction product. The product is: [F:3][C:4]1[C:24]([N:25]2[CH2:29][CH2:28][CH2:27][C@H:26]2[CH2:30][NH:31][C:32]2[CH:33]=[CH:34][CH:35]=[CH:36][CH:37]=2)=[CH:23][C:7]2[C:8]3[C:9](=[O:22])[C:10]([C:17]([OH:19])=[O:18])=[CH:11][N:12]([CH3:16])[C:13]=3[CH:14]=[N:15][C:6]=2[CH:5]=1. (2) Given the reactants [C:1]1([S:7]([C:10]2[CH:15]=[CH:14][CH:13]=[C:12](S(C3C=CC=CC=3)(=O)=O)[N:11]=2)(=[O:9])=[O:8])[CH:6]=[CH:5][CH:4]=[CH:3][CH:2]=1.[CH3:25][O:26][Na], predict the reaction product. The product is: [CH3:25][O:26][C:12]1[CH:13]=[CH:14][CH:15]=[C:10]([S:7]([C:1]2[CH:6]=[CH:5][CH:4]=[CH:3][CH:2]=2)(=[O:9])=[O:8])[N:11]=1. (3) Given the reactants [F:1][C:2]([F:25])([F:24])[O:3][C:4]1[CH:23]=[CH:22][C:7]([O:8][CH:9]2[CH2:14][CH2:13][N:12]([C:15]3[CH:20]=[CH:19][C:18]([OH:21])=[CH:17][CH:16]=3)[CH2:11][CH2:10]2)=[CH:6][CH:5]=1.[H-].[Na+].Cl[C:29]1[N:30]([CH2:37][C@:38]2([CH3:41])[CH2:40][O:39]2)[CH:31]=[C:32]([N+:34]([O-:36])=[O:35])[N:33]=1, predict the reaction product. The product is: [CH3:40][C@@:38]1([CH2:41][O:21][C:18]2[CH:19]=[CH:20][C:15]([N:12]3[CH2:11][CH2:10][CH:9]([O:8][C:7]4[CH:22]=[CH:23][C:4]([O:3][C:2]([F:1])([F:24])[F:25])=[CH:5][CH:6]=4)[CH2:14][CH2:13]3)=[CH:16][CH:17]=2)[O:39][C:29]2=[N:33][C:32]([N+:34]([O-:36])=[O:35])=[CH:31][N:30]2[CH2:37]1. (4) Given the reactants [Cl:1][C:2]1[C:3]([C:24]([F:27])([F:26])[F:25])=[N:4][N:5]([CH2:8][C:9]([CH:11]2[CH2:16][CH2:15][N:14](C(OC(C)(C)C)=O)[CH2:13][CH2:12]2)=[O:10])[C:6]=1[CH3:7].[BH4-].[Na+].CO, predict the reaction product. The product is: [Cl:1][C:2]1[C:3]([C:24]([F:27])([F:25])[F:26])=[N:4][N:5]([CH2:8][CH:9]([CH:11]2[CH2:16][CH2:15][NH:14][CH2:13][CH2:12]2)[OH:10])[C:6]=1[CH3:7]. (5) Given the reactants [H-].[Na+].[C:3]([CH2:5]P(=O)(OCC)OCC)#[N:4].[Cl:14][C:15]1[CH:16]=[CH:17][C:18]([CH3:23])=[C:19]([CH:22]=1)[CH:20]=O.O, predict the reaction product. The product is: [Cl:14][C:15]1[CH:16]=[CH:17][C:18]([CH3:23])=[C:19]([CH:20]=[CH:5][C:3]#[N:4])[CH:22]=1.